From a dataset of Catalyst prediction with 721,799 reactions and 888 catalyst types from USPTO. Predict which catalyst facilitates the given reaction. (1) Reactant: C[O-].[Na+].[O:4]=[C:5]1[O:6][CH2:7][CH2:8]/[C:9]/1=[C:10](/[NH:12][C:13]([NH2:15])=[O:14])\[CH3:11].O. Product: [OH:6][CH2:7][CH2:8][C:9]1[C:5]([OH:4])=[N:15][C:13]([OH:14])=[N:12][C:10]=1[CH3:11]. The catalyst class is: 5. (2) Reactant: O[N:2]1C2C=CC=CC=2N=N1.CCN=C=NCCCN(C)C.C(N(CC)C(C)C)(C)C.[C:31]([O:35][C:36]([N:38]1[CH2:43][CH2:42][CH:41]([C:44]2[CH:49]=[CH:48][C:47]([NH:50][C:51]3[N:56]=[C:55]([CH2:57][CH2:58][C:59]4[C:64]([CH2:65][C:66]([O-])=[O:67])=[CH:63][CH:62]=[CH:61][N:60]=4)[C:54]([C:69]([F:72])([F:71])[F:70])=[CH:53][N:52]=3)=[CH:46][CH:45]=2)[CH2:40][CH2:39]1)=[O:37])([CH3:34])([CH3:33])[CH3:32].[Li+].C(=O)([O-])[O-].[NH4+].[NH4+]. Product: [NH2:2][C:66](=[O:67])[CH2:65][C:64]1[C:59]([CH2:58][CH2:57][C:55]2[C:54]([C:69]([F:71])([F:72])[F:70])=[CH:53][N:52]=[C:51]([NH:50][C:47]3[CH:46]=[CH:45][C:44]([CH:41]4[CH2:40][CH2:39][N:38]([C:36]([O:35][C:31]([CH3:33])([CH3:32])[CH3:34])=[O:37])[CH2:43][CH2:42]4)=[CH:49][CH:48]=3)[N:56]=2)=[N:60][CH:61]=[CH:62][CH:63]=1. The catalyst class is: 118. (3) Reactant: [Cl:1][C:2]1[CH:11]=[CH:10][C:9]2[C:4](=[CH:5][CH:6]=[C:7]([OH:12])[CH:8]=2)[N:3]=1.C(=O)([O-])[O-].[Cs+].[Cs+].[CH2:19](Br)[C:20]1[CH:25]=[CH:24][CH:23]=[CH:22][CH:21]=1.O. Product: [CH2:19]([O:12][C:7]1[CH:8]=[C:9]2[C:4](=[CH:5][CH:6]=1)[N:3]=[C:2]([Cl:1])[CH:11]=[CH:10]2)[C:20]1[CH:25]=[CH:24][CH:23]=[CH:22][CH:21]=1. The catalyst class is: 3. (4) Reactant: [C:1]([C:3]1[CH:8]=[CH:7][C:6]([C-:9]2[CH:13]=[CH:12][CH:11]=[CH:10]2)=[CH:5][CH:4]=1)#[CH:2].[CH-:14]1[CH:18]=[CH:17][CH:16]=[CH:15]1.[Fe+2:19].I[C:21]1[CH:28]=[CH:27][C:24]([CH:25]=[O:26])=[CH:23][CH:22]=1. Product: [C-:9]1([C:6]2[CH:7]=[CH:8][C:3]([C:1]#[C:2][C:21]3[CH:28]=[CH:27][C:24]([CH:25]=[O:26])=[CH:23][CH:22]=3)=[CH:4][CH:5]=2)[CH:13]=[CH:12][CH:11]=[CH:10]1.[CH-:14]1[CH:18]=[CH:17][CH:16]=[CH:15]1.[Fe+2:19]. The catalyst class is: 724. (5) Reactant: [C:1]([O:5][C:6]([NH:8][CH:9]([C:13]1[CH:18]=[CH:17][C:16]([OH:19])=[CH:15][CH:14]=1)[C:10]([OH:12])=O)=[O:7])([CH3:4])([CH3:3])[CH3:2].C1C=CC2N(O)N=NC=2C=1.CCN=C=NCCCN(C)C.Cl.[F:42][C@H:43]1[CH2:47][CH2:46][NH:45][CH2:44]1.CCN(C(C)C)C(C)C. Product: [C:1]([O:5][C:6](=[O:7])[NH:8][CH:9]([C:13]1[CH:18]=[CH:17][C:16]([OH:19])=[CH:15][CH:14]=1)[C:10]([N:45]1[CH2:46][CH2:47][C@H:43]([F:42])[CH2:44]1)=[O:12])([CH3:2])([CH3:3])[CH3:4]. The catalyst class is: 59. (6) Reactant: [Si]([O:8][CH2:9][CH:10]1[O:14][N:13]=[C:12]([C:15]2[CH:20]=[CH:19][C:18]([C:21]3[CH:26]=[CH:25][C:24]([N:27]4[CH2:31][C@H:30]([CH2:32][N:33]5[CH:37]=[C:36]([CH3:38])[N:35]=[N:34]5)[O:29][C:28]4=[O:39])=[CH:23][CH:22]=3)=[CH:17][CH:16]=2)[CH2:11]1)(C(C)(C)C)(C)C.[F-].C([N+](CCCC)(CCCC)CCCC)CCC.O. Product: [OH:8][CH2:9][CH:10]1[O:14][N:13]=[C:12]([C:15]2[CH:16]=[CH:17][C:18]([C:21]3[CH:22]=[CH:23][C:24]([N:27]4[CH2:31][C@H:30]([CH2:32][N:33]5[CH:37]=[C:36]([CH3:38])[N:35]=[N:34]5)[O:29][C:28]4=[O:39])=[CH:25][CH:26]=3)=[CH:19][CH:20]=2)[CH2:11]1. The catalyst class is: 56.